From a dataset of Buchwald-Hartwig C-N cross coupling reaction yields with 55,370 reactions. Predict the reaction yield, written as a fraction of the theoretical maximum amount of product (1.0 means a 100% yield; for example, 0.34 means a 34% yield). (1) The reactants are CCc1ccc(I)cc1.Cc1ccc(N)cc1.O=S(=O)(O[Pd]1c2ccccc2-c2ccccc2N~1)C(F)(F)F.COc1ccc(OC)c(P(C(C)(C)C)C(C)(C)C)c1-c1c(C(C)C)cc(C(C)C)cc1C(C)C.CN1CCCN2CCCN=C12.Cc1ccon1. No catalyst specified. The product is CCc1ccc(Nc2ccc(C)cc2)cc1. The yield is 0.791. (2) The reactants are COc1ccc(Br)cc1.Cc1ccc(N)cc1.O=S(=O)(O[Pd]1c2ccccc2-c2ccccc2N~1)C(F)(F)F.COc1ccc(OC)c(P([C@]23C[C@H]4C[C@H](C[C@H](C4)C2)C3)[C@]23C[C@H]4C[C@H](C[C@H](C4)C2)C3)c1-c1c(C(C)C)cc(C(C)C)cc1C(C)C.CCN=P(N=P(N(C)C)(N(C)C)N(C)C)(N(C)C)N(C)C.Cc1cc(-n2cccc2)no1. No catalyst specified. The product is COc1ccc(Nc2ccc(C)cc2)cc1. The yield is 0.492. (3) The yield is 0.0612. The product is COc1ccc(Nc2ccc(C)cc2)cc1. No catalyst specified. The reactants are COc1ccc(Br)cc1.Cc1ccc(N)cc1.O=S(=O)(O[Pd]1c2ccccc2-c2ccccc2N~1)C(F)(F)F.CC(C)c1cc(C(C)C)c(-c2ccccc2P(C2CCCCC2)C2CCCCC2)c(C(C)C)c1.CCN=P(N=P(N(C)C)(N(C)C)N(C)C)(N(C)C)N(C)C.c1ccc(-c2ccno2)cc1. (4) The reactants are CCc1ccc(I)cc1.Cc1ccc(N)cc1.O=S(=O)(O[Pd]1c2ccccc2-c2ccccc2N~1)C(F)(F)F.CC(C)c1cc(C(C)C)c(-c2ccccc2P(C(C)(C)C)C(C)(C)C)c(C(C)C)c1.CN(C)C(=NC(C)(C)C)N(C)C.c1ccc(-c2ccno2)cc1. No catalyst specified. The product is CCc1ccc(Nc2ccc(C)cc2)cc1. The yield is 0.724.